From a dataset of Forward reaction prediction with 1.9M reactions from USPTO patents (1976-2016). Predict the product of the given reaction. Given the reactants [Cl:1][C:2]1[CH:3]=[C:4]([NH:11][S:12]([C:15]2[CH:20]=[CH:19][C:18]([Cl:21])=[C:17]([C:22]([F:25])([F:24])[F:23])[CH:16]=2)(=[O:14])=[O:13])[C:5]([C:8]([OH:10])=O)=[N:6][CH:7]=1.[NH2:26][C:27]1[CH:31]=[CH:30][NH:29][N:28]=1.O=P(Cl)(Cl)Cl.O, predict the reaction product. The product is: [N:29]1[NH:28][C:27]([NH:26][C:8]([C:5]2[C:4]([NH:11][S:12]([C:15]3[CH:20]=[CH:19][C:18]([Cl:21])=[C:17]([C:22]([F:25])([F:23])[F:24])[CH:16]=3)(=[O:13])=[O:14])=[CH:3][C:2]([Cl:1])=[CH:7][N:6]=2)=[O:10])=[CH:31][CH:30]=1.